From a dataset of Full USPTO retrosynthesis dataset with 1.9M reactions from patents (1976-2016). Predict the reactants needed to synthesize the given product. Given the product [C:1]([O:5][C:6]([N:8]1[CH2:13][C@H:12]([CH2:14][N:15]2[CH2:19][CH2:18][CH2:17][C:16]2=[O:20])[N:11]([CH2:29][C:30]([O:32][CH2:33][C:34]2[CH:39]=[CH:38][CH:37]=[CH:36][CH:35]=2)=[O:31])[CH2:10][C@H:9]1[CH3:21])=[O:7])([CH3:4])([CH3:2])[CH3:3], predict the reactants needed to synthesize it. The reactants are: [C:1]([O:5][C:6]([N:8]1[CH2:13][C@H:12]([CH2:14][N:15]2[CH2:19][CH2:18][CH2:17][C:16]2=[O:20])[NH:11][CH2:10][C@H:9]1[CH3:21])=[O:7])([CH3:4])([CH3:3])[CH3:2].C(=O)([O-])[O-].[K+].[K+].Br[CH2:29][C:30]([O:32][CH2:33][C:34]1[CH:39]=[CH:38][CH:37]=[CH:36][CH:35]=1)=[O:31].